This data is from Forward reaction prediction with 1.9M reactions from USPTO patents (1976-2016). The task is: Predict the product of the given reaction. (1) Given the reactants C([O:4][CH2:5][C@@H:6]([N:8]1[C:13](=O)[CH:12]2[CH:10]([CH2:11]2)[C:9]1=O)[CH3:7])(=O)C.[H-].[H-].[H-].[H-].[Li+].[Al+3].[O-]S([O-])(=O)=O.[Na+].[Na+], predict the reaction product. The product is: [CH:10]12[CH2:11][CH:12]1[CH2:13][N:8]([C@@H:6]([CH3:7])[CH2:5][OH:4])[CH2:9]2. (2) Given the reactants [C:1]1([S:7]([C:10]2[CH:11]=[CH:12][C:13]([CH3:20])=[C:14]([S:16](Cl)(=[O:18])=[O:17])[CH:15]=2)(=[O:9])=[O:8])[CH:6]=[CH:5][CH:4]=[CH:3][CH:2]=1.[CH2:21]([NH2:29])[CH2:22][C:23]1[CH:28]=[CH:27][CH:26]=[CH:25][CH:24]=1.C(N(CC)CC)C, predict the reaction product. The product is: [CH3:20][C:13]1[CH:12]=[CH:11][C:10]([S:7]([C:1]2[CH:6]=[CH:5][CH:4]=[CH:3][CH:2]=2)(=[O:9])=[O:8])=[CH:15][C:14]=1[S:16]([NH:29][CH2:21][CH2:22][C:23]1[CH:28]=[CH:27][CH:26]=[CH:25][CH:24]=1)(=[O:18])=[O:17]. (3) The product is: [C:1]([C:5]1[O:9][N:8]=[C:7]([NH:10][C:11]([NH:13][C:14]2[CH:19]=[CH:18][CH:17]=[C:16]([S:20][C:28]3[C:37]4[C:32](=[CH:33][C:34]([O:43][CH3:44])=[C:35]([O:38][CH2:39][CH2:40][O:41][CH3:42])[CH:36]=4)[N:31]=[CH:30][N:29]=3)[CH:15]=2)=[O:12])[CH:6]=1)([CH3:4])([CH3:2])[CH3:3]. Given the reactants [C:1]([C:5]1[O:9][N:8]=[C:7]([NH:10][C:11]([NH:13][C:14]2[CH:19]=[CH:18][CH:17]=[C:16]([SH:20])[CH:15]=2)=[O:12])[CH:6]=1)([CH3:4])([CH3:3])[CH3:2].C(=O)([O-])[O-].[Cs+].[Cs+].Cl[C:28]1[C:37]2[C:32](=[CH:33][C:34]([O:43][CH3:44])=[C:35]([O:38][CH2:39][CH2:40][O:41][CH3:42])[CH:36]=2)[N:31]=[CH:30][N:29]=1, predict the reaction product.